Dataset: Full USPTO retrosynthesis dataset with 1.9M reactions from patents (1976-2016). Task: Predict the reactants needed to synthesize the given product. (1) Given the product [CH2:13]([C:14]1[O:11][C:3]2[CH:4]=[CH:5][CH:6]=[C:7]([N+:8]([O-:10])=[O:9])[C:2]=2[N:1]=1)[CH3:12], predict the reactants needed to synthesize it. The reactants are: [NH2:1][C:2]1[C:7]([N+:8]([O-:10])=[O:9])=[CH:6][CH:5]=[CH:4][C:3]=1[OH:11].[C:12](OCC)(OCC)(OCC)[CH2:13][CH3:14].C1(C)C=CC(S(O)(=O)=O)=CC=1.NC1C=CC=CC=1O. (2) Given the product [CH2:1]([C:18]1[CH:22]=[C:21]([CH2:23][OH:24])[N:20]([C:27]2[CH:32]=[CH:31][CH:30]=[CH:29][CH:28]=2)[N:19]=1)[CH2:2][C:3]1[CH:7]=[C:6]([CH2:8][OH:9])[N:5]([C:12]2[CH:13]=[CH:14][CH:15]=[CH:16][CH:17]=2)[N:4]=1, predict the reactants needed to synthesize it. The reactants are: [CH2:1]([C:18]1[CH:22]=[C:21]([C:23](OC)=[O:24])[N:20]([C:27]2[CH:32]=[CH:31][CH:30]=[CH:29][CH:28]=2)[N:19]=1)[CH2:2][C:3]1[CH:7]=[C:6]([C:8](OC)=[O:9])[N:5]([C:12]2[CH:17]=[CH:16][CH:15]=[CH:14][CH:13]=2)[N:4]=1.[H-].[Al+3].[Li+].[H-].[H-].[H-]. (3) Given the product [F:1][C:2]1[CH:11]=[CH:10][CH:9]=[CH:8][C:3]=1[C:4]1[N:14]([CH3:13])[C:15]([CH2:16][CH2:17][CH2:18][CH:19]=[CH2:20])=[N:7][N:6]=1, predict the reactants needed to synthesize it. The reactants are: [F:1][C:2]1[CH:11]=[CH:10][CH:9]=[CH:8][C:3]=1[C:4]([NH:6][NH2:7])=O.Cl.[CH3:13][NH:14][C:15](=NC)[CH2:16][CH2:17][CH2:18][CH:19]=[CH2:20]. (4) The reactants are: [C:1]([O-:4])([O-])=O.[Cs+].[Cs+].F[C:8]1[CH:23]=[CH:22][C:21]([O:24][C:25]([F:28])([F:27])[F:26])=[CH:20][C:9]=1[C:10]([NH:12][C:13]1[CH:18]=[CH:17][NH:16][C:15](=[O:19])[CH:14]=1)=[O:11].[F:29][C:30]1[CH:35]=[CH:34][C:33](O)=[CH:32][C:31]=1C. Given the product [F:29][C:30]1[CH:35]=[CH:34][C:1]([O:4][C:8]2[CH:23]=[CH:22][C:21]([O:24][C:25]([F:28])([F:27])[F:26])=[CH:20][C:9]=2[C:10]([NH:12][C:13]2[CH:18]=[CH:17][NH:16][C:15](=[O:19])[CH:14]=2)=[O:11])=[C:32]([CH3:33])[CH:31]=1, predict the reactants needed to synthesize it. (5) Given the product [F:3][C:4]1[CH:5]=[CH:6][C:7]2[N:11]=[C:10]([C@@H:12]([NH:14][C:24]3[N:32]=[CH:31][N:30]=[C:29]4[C:25]=3[N:26]=[CH:27][NH:28]4)[CH3:13])[N:9]([C:15]3[CH:20]=[CH:19][CH:18]=[CH:17][N:16]=3)[C:8]=2[C:21]=1[CH3:22], predict the reactants needed to synthesize it. The reactants are: Cl.Cl.[F:3][C:4]1[CH:5]=[CH:6][C:7]2[N:11]=[C:10]([C@@H:12]([NH2:14])[CH3:13])[N:9]([C:15]3[CH:20]=[CH:19][CH:18]=[CH:17][N:16]=3)[C:8]=2[C:21]=1[CH3:22].Cl[C:24]1[N:32]=[CH:31][N:30]=[C:29]2[C:25]=1[N:26]=[CH:27][N:28]2C1CCCCO1.CCN(C(C)C)C(C)C. (6) Given the product [N:8]1[CH:9]=[CH:10][CH:11]=[C:6]([CH2:5][CH2:4][OH:3])[CH:7]=1, predict the reactants needed to synthesize it. The reactants are: C([O:3][C:4](=O)[CH2:5][C:6]1[CH:7]=[N:8][CH:9]=[CH:10][CH:11]=1)C.[BH4-].[Na+]. (7) Given the product [Cl:1][C:2]1[CH:3]=[C:4]2[C:8](=[C:9]([F:11])[CH:10]=1)[N:7]([CH2:12][CH2:13][C:14]([O:16][CH2:17][CH3:18])=[O:15])[C:6]([CH2:19][N:25]1[C:29]3=[CH:30][N:31]=[CH:32][CH:33]=[C:28]3[C:27]3([CH2:34][CH2:35]3)[C:26]1=[O:36])=[CH:5]2, predict the reactants needed to synthesize it. The reactants are: [Cl:1][C:2]1[CH:3]=[C:4]2[C:8](=[C:9]([F:11])[CH:10]=1)[N:7]([CH2:12][CH2:13][C:14]([O:16][CH2:17][CH3:18])=[O:15])[C:6]([CH2:19]OS(C)(=O)=O)=[CH:5]2.[NH:25]1[C:29]2=[CH:30][N:31]=[CH:32][CH:33]=[C:28]2[C:27]2([CH2:35][CH2:34]2)[C:26]1=[O:36].C(=O)([O-])[O-].[Cs+].[Cs+]. (8) Given the product [Cl:1][C:2]1([Cl:7])[C:9]2([CH2:12][CH2:11][CH2:10]2)[CH2:8][C:3]1=[O:4], predict the reactants needed to synthesize it. The reactants are: [Cl:1][C:2]([Cl:7])(Cl)[C:3](Cl)=[O:4].[CH2:8]=[C:9]1[CH2:12][CH2:11][CH2:10]1. (9) The reactants are: [CH3:1][O:2][C:3]1[CH:43]=[CH:42][C:6]([CH2:7][N:8]([CH2:33][C:34]2[CH:39]=[CH:38][C:37]([O:40][CH3:41])=[CH:36][CH:35]=2)[C:9]2[N:14]=[C:13]([CH3:15])[N:12]=[C:11]([C:16]3[C:17]([NH:24][C:25]4[CH:26]=[N:27][C:28]([O:31][CH3:32])=[CH:29][CH:30]=4)=[N:18][CH:19]=[C:20]([CH:23]=3)[CH:21]=O)[N:10]=2)=[CH:5][CH:4]=1.[C:44]1([CH3:50])[CH:49]=CC=CC=1.CO.[C:53]([BH3-])#[N:54].[Na+].[C:57](O)(=[O:59])C. Given the product [CH3:41][O:40][C:37]1[CH:38]=[CH:39][C:34]([CH2:33][N:8]([CH2:7][C:6]2[CH:5]=[CH:4][C:3]([O:2][CH3:1])=[CH:43][CH:42]=2)[C:9]2[N:10]=[C:11]([C:16]3[C:17]([NH:24][C:25]4[CH:26]=[N:27][C:28]([O:31][CH3:32])=[CH:29][CH:30]=4)=[N:18][CH:19]=[C:20]([CH2:21][N:54]4[CH2:53][CH2:57][O:59][CH2:49][C@@H:44]4[CH3:50])[CH:23]=3)[N:12]=[C:13]([CH3:15])[N:14]=2)=[CH:35][CH:36]=1, predict the reactants needed to synthesize it. (10) Given the product [CH3:17][O:16][C:14]([C:13]1[CH:12]=[CH:11][C:10](/[CH:9]=[CH:30]/[C@@H:32]2[CH2:36][CH2:35][CH2:34][N:33]2[C:37]([O:39][C:40]([CH3:41])([CH3:43])[CH3:42])=[O:38])=[CH:19][CH:18]=1)=[O:15], predict the reactants needed to synthesize it. The reactants are: C(OP([CH2:9][C:10]1[CH:19]=[CH:18][C:13]([C:14]([O:16][CH3:17])=[O:15])=[CH:12][CH:11]=1)(OCC)=O)C.C[Si]([N-][Si](C)(C)C)(C)C.[Li+].[CH:30]([C@@H:32]1[CH2:36][CH2:35][CH2:34][N:33]1[C:37]([O:39][C:40]([CH3:43])([CH3:42])[CH3:41])=[O:38])=O.